Dataset: Catalyst prediction with 721,799 reactions and 888 catalyst types from USPTO. Task: Predict which catalyst facilitates the given reaction. Reactant: [C:1]([O:5][C:6]([N:8]1[CH2:12][C@H:11]([F:13])[C@@H:10]([O:14][CH3:15])[C@H:9]1[C:16]([OH:18])=O)=[O:7])([CH3:4])([CH3:3])[CH3:2].C(OC(N1C[C@@H](OC)[C@H](F)[C@H]1C(O)=O)=O)(C)(C)C.[CH3:37][C:38]1([CH3:45])[CH2:43][CH2:42][CH2:41][CH:40]([NH2:44])[CH2:39]1.CN(C(ON1N=NC2C=CC=CC1=2)=[N+](C)C)C.F[P-](F)(F)(F)(F)F.CCN(C(C)C)C(C)C. The catalyst class is: 3. Product: [C:1]([O:5][C:6]([N:8]1[CH2:12][C@H:11]([F:13])[C@@H:10]([O:14][CH3:15])[C@H:9]1[C:16](=[O:18])[NH:44][CH:40]1[CH2:41][CH2:42][CH2:43][C:38]([CH3:45])([CH3:37])[CH2:39]1)=[O:7])([CH3:2])([CH3:3])[CH3:4].